From a dataset of Full USPTO retrosynthesis dataset with 1.9M reactions from patents (1976-2016). Predict the reactants needed to synthesize the given product. (1) The reactants are: [O:1]=[C:2]1[N:8]([CH:9]2[CH2:14][CH2:13][N:12]([C:15]([O:17][C@@H:18]([C:36]([OH:38])=O)[CH2:19][C:20]3[CH:25]=[C:24]([CH3:26])[C:23]([O:27][CH2:28][C:29]4[CH:34]=[CH:33][CH:32]=[CH:31][CH:30]=4)=[C:22]([CH3:35])[CH:21]=3)=[O:16])[CH2:11][CH2:10]2)[CH2:7][CH2:6][C:5]2[CH:39]=[CH:40][CH:41]=[CH:42][C:4]=2[NH:3]1.CN(C(ON1N=NC2C=CC=CC1=2)=[N+](C)C)C.[B-](F)(F)(F)F.C(N(CC)CC)C.[CH2:72]([N:79]1[CH2:84][CH2:83][NH:82][CH2:81][CH2:80]1)[C:73]1[CH:78]=[CH:77][CH:76]=[CH:75][CH:74]=1. Given the product [O:1]=[C:2]1[N:8]([CH:9]2[CH2:10][CH2:11][N:12]([C:15]([O:17][C@H:18]([CH2:19][C:20]3[CH:21]=[C:22]([CH3:35])[C:23]([O:27][CH2:28][C:29]4[CH:34]=[CH:33][CH:32]=[CH:31][CH:30]=4)=[C:24]([CH3:26])[CH:25]=3)[C:36]([N:82]3[CH2:83][CH2:84][N:79]([CH2:72][C:73]4[CH:74]=[CH:75][CH:76]=[CH:77][CH:78]=4)[CH2:80][CH2:81]3)=[O:38])=[O:16])[CH2:13][CH2:14]2)[CH2:7][CH2:6][C:5]2[CH:39]=[CH:40][CH:41]=[CH:42][C:4]=2[NH:3]1, predict the reactants needed to synthesize it. (2) Given the product [Cl:15][C:12]1[CH:11]=[CH:10][C:9]2[N:8]([CH2:16][CH:17]([C:19]3[CH:24]=[CH:23][N:22]=[CH:21][CH:20]=3)[OH:18])[C:7]3[CH2:25][CH2:26][NH:4][CH2:5][C:6]=3[C:14]=2[CH:13]=1, predict the reactants needed to synthesize it. The reactants are: C([N:4]1[CH2:26][CH2:25][C:7]2[N:8]([CH2:16][CH:17]([C:19]3[CH:24]=[CH:23][N:22]=[CH:21][CH:20]=3)[OH:18])[C:9]3[CH:10]=[CH:11][C:12]([Cl:15])=[CH:13][C:14]=3[C:6]=2[CH2:5]1)C=C.CN1C(=O)CC(=O)N(C)C1=O. (3) Given the product [CH:1]1([N:4]([CH2:28][C:29]2[CH:34]=[C:33]([CH2:35][CH2:36][CH2:37][O:38][CH3:39])[CH:32]=[C:31]([O:40][CH2:41][CH2:42][O:43][CH3:44])[CH:30]=2)[C:5]([CH:7]2[C:12]([C:14]3[CH:19]=[CH:18][C:17]([F:20])=[CH:16][CH:15]=3)([OH:13])[CH2:11][CH2:10][NH:9][CH2:8]2)=[O:6])[CH2:3][CH2:2]1, predict the reactants needed to synthesize it. The reactants are: [CH:1]1([N:4]([CH2:28][C:29]2[CH:34]=[C:33]([CH2:35][CH2:36][CH2:37][O:38][CH3:39])[CH:32]=[C:31]([O:40][CH2:41][CH2:42][O:43][CH3:44])[CH:30]=2)[C:5]([C@@H:7]2[C@:12]([C:14]3[CH:19]=[CH:18][C:17]([F:20])=[CH:16][CH:15]=3)([OH:13])[CH2:11][CH2:10][N:9](C(OC(C)(C)C)=O)[CH2:8]2)=[O:6])[CH2:3][CH2:2]1.Cl. (4) Given the product [O:21]1[C@@H:16]([CH2:15][N:14]2[CH2:13][CH2:12][N:6]([C:5]3[CH:7]=[CH:8][CH:9]=[CH:10][C:4]=3[CH2:1][CH2:2][CH3:3])[CH2:27][CH2:26]2)[CH2:17][O:18][C:19]2[CH:25]=[CH:24][CH:23]=[CH:22][C:20]1=2, predict the reactants needed to synthesize it. The reactants are: [CH2:1]([C:4]1[CH:10]=[CH:9][CH:8]=[CH:7][C:5]=1[NH2:6])[CH2:2][CH3:3].Cl[CH2:12][CH2:13][N:14]([CH2:26][CH2:27]Cl)[CH2:15][C@@H:16]1[O:21][C:20]2[CH:22]=[CH:23][CH:24]=[CH:25][C:19]=2[O:18][CH2:17]1. (5) Given the product [O:8]1[CH2:7][C@@H:6]1[CH2:5][N:27]1[C:16](=[O:26])[C:17]2[C:18](=[CH:22][CH:23]=[CH:24][CH:25]=2)[C:19]1=[O:20], predict the reactants needed to synthesize it. The reactants are: S(C1C=CC(C)=CC=1)(O[CH2:5][C@@H:6]1[O:8][CH2:7]1)(=O)=O.[C:16]([NH2:27])(=[O:26])[C:17]1[C:18](=[CH:22][CH:23]=[CH:24][CH:25]=1)[C:19](N)=[O:20]. (6) Given the product [NH2:5][C:6]1[N:14]=[C:13]2[C:9]([N:10]=[CH:11][N:12]2[C@@H:15]2[CH2:19][C@H:18]([CH2:20][OH:21])[CH:17]=[CH:16]2)=[C:8]([S:22][CH2:3][CH:2]=[CH2:1])[N:7]=1, predict the reactants needed to synthesize it. The reactants are: [CH2:1](Cl)[CH:2]=[CH2:3].[NH2:5][C:6]1[NH:7][C:8](=[S:22])[C:9]2[N:10]=[CH:11][N:12]([C@@H:15]3[CH2:19][C@H:18]([CH2:20][OH:21])[CH:17]=[CH:16]3)[C:13]=2[N:14]=1.O. (7) The reactants are: [Cl:1][C:2]1[C:7]([N:8]2[CH2:13][CH2:12][CH:11]([C:14]3[CH:19]=[C:18]([F:20])[CH:17]=[C:16]([F:21])[C:15]=3[O:22][CH:23]([F:25])[F:24])[CH2:10][CH2:9]2)=[CH:6][N:5]=[N:4][C:3]=1[NH:26][NH:27][C:28](=O)[CH2:29][CH:30]1[CH2:32][CH2:31]1.C1(P(C2C=CC=CC=2)C2C=CC=CC=2)C=CC=CC=1.N([Si](C)(C)C)=[N+]=[N-].CCOC(/N=N/C(OCC)=O)=O.C1(C)C=CC=CC=1. Given the product [Cl:1][C:2]1[C:3]2[N:4]([C:28]([CH2:29][CH:30]3[CH2:32][CH2:31]3)=[N:27][N:26]=2)[N:5]=[CH:6][C:7]=1[N:8]1[CH2:13][CH2:12][CH:11]([C:14]2[CH:19]=[C:18]([F:20])[CH:17]=[C:16]([F:21])[C:15]=2[O:22][CH:23]([F:25])[F:24])[CH2:10][CH2:9]1, predict the reactants needed to synthesize it.